Dataset: Full USPTO retrosynthesis dataset with 1.9M reactions from patents (1976-2016). Task: Predict the reactants needed to synthesize the given product. (1) Given the product [F:38][C:39]([F:44])([F:43])[C:40]([OH:42])=[O:41].[OH:5][CH2:6][C:7]1[CH:8]=[C:9]([C@H:15]([NH:28][C:29]2[CH:30]=[CH:31][C:32]([C:33]([NH2:35])=[NH:34])=[CH:36][CH:37]=2)[C:16]2[NH:20][C:19](=[O:21])[N:18]([C:22]3[N:27]=[CH:26][CH:25]=[CH:24][N:23]=3)[N:17]=2)[CH:10]=[C:11]([O:13][CH3:14])[CH:12]=1, predict the reactants needed to synthesize it. The reactants are: C(O)(=O)C.[OH:5][CH2:6][C:7]1[CH:8]=[C:9]([CH:15]([NH:28][C:29]2[CH:37]=[CH:36][C:32]([C:33]([NH2:35])=[NH:34])=[CH:31][CH:30]=2)[C:16]2[NH:20][C:19](=[O:21])[N:18]([C:22]3[N:27]=[CH:26][CH:25]=[CH:24][N:23]=3)[N:17]=2)[CH:10]=[C:11]([O:13][CH3:14])[CH:12]=1.[F:38][C:39]([F:44])([F:43])[C:40]([OH:42])=[O:41]. (2) Given the product [O:12]=[C:13]1[NH:18][CH:17]([C:19]2[CH:26]=[CH:25][C:22]([C:23]#[N:24])=[CH:21][C:20]=2[S:27]([CH3:28])=[O:6])[C:16]2[C:29](=[O:32])[CH2:30][CH2:31][C:15]=2[N:14]1[C:33]1[CH:38]=[CH:37][CH:36]=[C:35]([C:39]([F:42])([F:41])[F:40])[CH:34]=1, predict the reactants needed to synthesize it. The reactants are: ClC1C=C(C=CC=1)C(OO)=[O:6].[O:12]=[C:13]1[NH:18][CH:17]([C:19]2[CH:26]=[CH:25][C:22]([C:23]#[N:24])=[CH:21][C:20]=2[S:27][CH3:28])[C:16]2[C:29](=[O:32])[CH2:30][CH2:31][C:15]=2[N:14]1[C:33]1[CH:38]=[CH:37][CH:36]=[C:35]([C:39]([F:42])([F:41])[F:40])[CH:34]=1. (3) Given the product [CH3:14][C:15]1[C:19]([CH2:20][N:21]2[CH:25]=[C:24]([NH:26][C:10]([C:7]3([C:1]4[CH:2]=[CH:3][CH:4]=[CH:5][CH:6]=4)[CH2:8][CH2:9]3)=[O:12])[CH:23]=[N:22]2)=[C:18]([CH3:27])[O:17][N:16]=1, predict the reactants needed to synthesize it. The reactants are: [C:1]1([C:7]2([C:10]([OH:12])=O)[CH2:9][CH2:8]2)[CH:6]=[CH:5][CH:4]=[CH:3][CH:2]=1.Cl.[CH3:14][C:15]1[C:19]([CH2:20][N:21]2[CH:25]=[C:24]([NH2:26])[CH:23]=[N:22]2)=[C:18]([CH3:27])[O:17][N:16]=1. (4) Given the product [F:1][C:2]1[CH:3]=[C:4]([C@:15]([NH:30][C:31]([NH:32][C:33]2([CH2:36][OH:37])[CH2:35][CH2:34]2)=[O:40])([C:23]2[CH:28]=[CH:27][C:26]([F:29])=[CH:25][CH:24]=2)[CH2:16][C:17]2[CH:18]=[CH:19][CH:20]=[CH:21][CH:22]=2)[CH:5]=[C:6]([O:8][C:9]([F:13])([F:14])[CH:10]([F:11])[F:12])[CH:7]=1, predict the reactants needed to synthesize it. The reactants are: [F:1][C:2]1[CH:3]=[C:4]([C@:15]([NH:30][C:31](=[O:40])[NH:32][C:33]2([C:36](OC)=[O:37])[CH2:35][CH2:34]2)([C:23]2[CH:28]=[CH:27][C:26]([F:29])=[CH:25][CH:24]=2)[CH2:16][C:17]2[CH:22]=[CH:21][CH:20]=[CH:19][CH:18]=2)[CH:5]=[C:6]([O:8][C:9]([F:14])([F:13])[CH:10]([F:12])[F:11])[CH:7]=1.[Li+].[BH4-].Cl. (5) Given the product [CH:1]1([CH2:6][C@@H:7]([C:20]([NH:22][NH:23][C:24]2[C:29]([F:30])=[C:28]([N:31]3[CH2:37][CH:36]([N:38]([CH3:40])[CH3:39])[C:33]4([CH2:35][CH2:34]4)[CH2:32]3)[N:27]=[C:26]([CH2:41][CH3:42])[N:25]=2)=[O:21])[CH2:8][N:9]([OH:12])[CH:10]=[O:11])[CH2:2][CH2:3][CH2:4][CH2:5]1, predict the reactants needed to synthesize it. The reactants are: [CH:1]1([CH2:6][C@@H:7]([C:20]([NH:22][NH:23][C:24]2[C:29]([F:30])=[C:28]([N:31]3[CH2:37][CH:36]([N:38]([CH3:40])[CH3:39])[C:33]4([CH2:35][CH2:34]4)[CH2:32]3)[N:27]=[C:26]([CH2:41][CH3:42])[N:25]=2)=[O:21])[CH2:8][N:9]([O:12]CC2C=CC=CC=2)[CH:10]=[O:11])[CH2:5][CH2:4][CH2:3][CH2:2]1. (6) Given the product [CH2:9]([O:8][C:4]1[N:3]=[C:2]([C:16]2[CH:17]=[CH:18][C:13]([CH2:12][OH:11])=[CH:14][CH:15]=2)[CH:7]=[CH:6][CH:5]=1)[CH3:10], predict the reactants needed to synthesize it. The reactants are: Br[C:2]1[CH:7]=[CH:6][CH:5]=[C:4]([O:8][CH2:9][CH3:10])[N:3]=1.[OH:11][CH2:12][C:13]1[CH:18]=[CH:17][C:16](B(O)O)=[CH:15][CH:14]=1.C(=O)([O-])[O-].[Na+].[Na+]. (7) The reactants are: CCN(C(C)C)C(C)C.[F:10][C:11]([F:28])([F:27])[O:12][C:13]1[CH:14]=[CH:15][CH:16]=[C:17]2[C:22]=1[O:21][C:20](=[O:23])[C:19]([C:24]([OH:26])=O)=[CH:18]2.CN(C(ON1N=NC2C=CC=NC1=2)=[N+](C)C)C.F[P-](F)(F)(F)(F)F.[CH2:53]([O:55][C:56]1[C:61]([C:62]2[CH:63]=[C:64]([NH2:68])[CH:65]=[CH:66][CH:67]=2)=[CH:60][CH:59]=[CH:58][N:57]=1)[CH3:54]. Given the product [CH2:53]([O:55][C:56]1[C:61]([C:62]2[CH:63]=[C:64]([NH:68][C:24]([C:19]3[C:20](=[O:23])[O:21][C:22]4[C:17]([CH:18]=3)=[CH:16][CH:15]=[CH:14][C:13]=4[O:12][C:11]([F:10])([F:28])[F:27])=[O:26])[CH:65]=[CH:66][CH:67]=2)=[CH:60][CH:59]=[CH:58][N:57]=1)[CH3:54], predict the reactants needed to synthesize it. (8) Given the product [NH:4]1[CH:5]=[CH:6][C:2]([N:1]2[C:10](=[O:11])[C:9]3[C:8](=[CH:16][CH:15]=[CH:14][CH:13]=3)[C:7]2=[O:12])=[N:3]1, predict the reactants needed to synthesize it. The reactants are: [NH2:1][C:2]1[CH:6]=[CH:5][NH:4][N:3]=1.[C:7]1(=O)[O:12][C:10](=[O:11])[C:9]2=[CH:13][CH:14]=[CH:15][CH:16]=[C:8]12. (9) Given the product [Br:1][C:2]1[CH:13]=[CH:12][C:5]([C:6](=[O:7])[CH2:17][CH2:18][CH2:19][CH3:20])=[CH:4][C:3]=1[F:14], predict the reactants needed to synthesize it. The reactants are: [Br:1][C:2]1[CH:13]=[CH:12][C:5]([C:6](N(OC)C)=[O:7])=[CH:4][C:3]=1[F:14].[Mg].Br[CH2:17][CH2:18][CH2:19][CH3:20].